Dataset: Peptide-MHC class I binding affinity with 185,985 pairs from IEDB/IMGT. Task: Regression. Given a peptide amino acid sequence and an MHC pseudo amino acid sequence, predict their binding affinity value. This is MHC class I binding data. (1) The peptide sequence is SEGNATPGGY. The MHC is HLA-B45:01 with pseudo-sequence HLA-B45:01. The binding affinity (normalized) is 0. (2) The peptide sequence is EFIPNLFCM. The MHC is HLA-A11:01 with pseudo-sequence HLA-A11:01. The binding affinity (normalized) is 0.213. (3) The peptide sequence is IMLEGETKL. The MHC is HLA-A24:02 with pseudo-sequence HLA-A24:02. The binding affinity (normalized) is 0.00533. (4) The peptide sequence is EWIEFTNFK. The MHC is HLA-A68:01 with pseudo-sequence HLA-A68:01. The binding affinity (normalized) is 0.860. (5) The peptide sequence is ASSWAPTQK. The MHC is HLA-A02:01 with pseudo-sequence HLA-A02:01. The binding affinity (normalized) is 0.0847.